From a dataset of NCI-60 drug combinations with 297,098 pairs across 59 cell lines. Regression. Given two drug SMILES strings and cell line genomic features, predict the synergy score measuring deviation from expected non-interaction effect. (1) Drug 1: CCCS(=O)(=O)NC1=C(C(=C(C=C1)F)C(=O)C2=CNC3=C2C=C(C=N3)C4=CC=C(C=C4)Cl)F. Drug 2: CC(C)NC(=O)C1=CC=C(C=C1)CNNC.Cl. Cell line: HCT-15. Synergy scores: CSS=0.553, Synergy_ZIP=2.54, Synergy_Bliss=-3.93, Synergy_Loewe=-7.79, Synergy_HSA=-8.78. (2) Synergy scores: CSS=43.0, Synergy_ZIP=5.03, Synergy_Bliss=1.01, Synergy_Loewe=-41.6, Synergy_HSA=-3.96. Cell line: SF-539. Drug 2: C1C(C(OC1N2C=NC(=NC2=O)N)CO)O. Drug 1: CC=C1C(=O)NC(C(=O)OC2CC(=O)NC(C(=O)NC(CSSCCC=C2)C(=O)N1)C(C)C)C(C)C. (3) Synergy scores: CSS=23.4, Synergy_ZIP=-5.72, Synergy_Bliss=0.533, Synergy_Loewe=-45.7, Synergy_HSA=0.536. Drug 2: C1CN(P(=O)(OC1)NCCCl)CCCl. Cell line: UO-31. Drug 1: C1CN1C2=NC(=NC(=N2)N3CC3)N4CC4.